From a dataset of Forward reaction prediction with 1.9M reactions from USPTO patents (1976-2016). Predict the product of the given reaction. (1) Given the reactants Br[C:2]1[CH:3]=[CH:4][C:5]2[N:9]=[CH:8][N:7]([C:10]3[CH:15]=[CH:14][N:13]=[CH:12][CH:11]=3)[C:6]=2[CH:16]=1.[F:17][C:18]1[CH:23]=[CH:22][C:21]([N:24]2[C:28](B(O)O)=[CH:27][CH:26]=[N:25]2)=[CH:20][CH:19]=1, predict the reaction product. The product is: [F:17][C:18]1[CH:19]=[CH:20][C:21]([N:24]2[C:28]([C:2]3[CH:3]=[CH:4][C:5]4[N:9]=[CH:8][N:7]([C:10]5[CH:15]=[CH:14][N:13]=[CH:12][CH:11]=5)[C:6]=4[CH:16]=3)=[CH:27][CH:26]=[N:25]2)=[CH:22][CH:23]=1. (2) Given the reactants Br[C:2]1[CH:21]=[CH:20][C:19]([C:22]([F:25])([F:24])[F:23])=[CH:18][C:3]=1[CH2:4][N:5]1[C@H:9]([CH3:10])[C@H:8]([C:11]2[CH:16]=[CH:15][CH:14]=[CH:13][CH:12]=2)[O:7][C:6]1=[O:17].[CH3:26][O:27][C:28](=[O:47])[CH2:29][C:30]1[CH:35]=[CH:34][C:33]([O:36][CH3:37])=[C:32](B2OC(C)(C)C(C)(C)O2)[CH:31]=1, predict the reaction product. The product is: [CH3:26][O:27][C:28](=[O:47])[CH2:29][C:30]1[CH:31]=[C:32]([C:2]2[CH:21]=[CH:20][C:19]([C:22]([F:25])([F:24])[F:23])=[CH:18][C:3]=2[CH2:4][N:5]2[C@H:9]([CH3:10])[C@H:8]([C:11]3[CH:16]=[CH:15][CH:14]=[CH:13][CH:12]=3)[O:7][C:6]2=[O:17])[C:33]([O:36][CH3:37])=[CH:34][CH:35]=1.